Task: Predict the reaction yield, written as a fraction of the theoretical maximum amount of product (1.0 means a 100% yield; for example, 0.34 means a 34% yield).. Dataset: Reaction yield outcomes from USPTO patents with 853,638 reactions The reactants are [C:1]([NH:4][C:5]1[CH:13]=[C:12]([C:14]2[CH:15]=[CH:16][C:17]3[N:18]([C:20]([C:23]4[CH:28]=[CH:27][C:26]([C:29]#[N:30])=[CH:25][CH:24]=4)=[CH:21][N:22]=3)[CH:19]=2)[CH:11]=[CH:10][C:6]=1[C:7]([OH:9])=O)(=[O:3])[CH3:2].C[N:32]1[CH2:37][CH2:36][O:35][CH2:34][CH2:33]1.CN(C(ON1N=NC2C=CC=NC1=2)=[N+](C)C)C.F[P-](F)(F)(F)(F)F.N1CCOCC1. The catalyst is CN(C=O)C.CCOC(C)=O. The product is [C:29]([C:26]1[CH:27]=[CH:28][C:23]([C:20]2[N:18]3[CH:19]=[C:14]([C:12]4[CH:11]=[CH:10][C:6]([C:7]([N:32]5[CH2:37][CH2:36][O:35][CH2:34][CH2:33]5)=[O:9])=[C:5]([NH:4][C:1](=[O:3])[CH3:2])[CH:13]=4)[CH:15]=[CH:16][C:17]3=[N:22][CH:21]=2)=[CH:24][CH:25]=1)#[N:30]. The yield is 0.962.